This data is from Full USPTO retrosynthesis dataset with 1.9M reactions from patents (1976-2016). The task is: Predict the reactants needed to synthesize the given product. (1) Given the product [F:31][C:2]([F:30])([F:1])[C:3]1[CH:4]=[C:5]([NH:9][C:10]([N:12]2[C:20]3[C:15](=[CH:16][C:17]([O:21][C:22]4[N:23]=[CH:24][N:25]=[C:26]([CH2:28][O:29][S:33]([CH3:32])(=[O:35])=[O:34])[CH:27]=4)=[CH:18][CH:19]=3)[CH2:14][CH2:13]2)=[O:11])[CH:6]=[CH:7][CH:8]=1, predict the reactants needed to synthesize it. The reactants are: [F:1][C:2]([F:31])([F:30])[C:3]1[CH:4]=[C:5]([NH:9][C:10]([N:12]2[C:20]3[C:15](=[CH:16][C:17]([O:21][C:22]4[CH:27]=[C:26]([CH2:28][OH:29])[N:25]=[CH:24][N:23]=4)=[CH:18][CH:19]=3)[CH2:14][CH2:13]2)=[O:11])[CH:6]=[CH:7][CH:8]=1.[CH3:32][S:33](Cl)(=[O:35])=[O:34]. (2) Given the product [CH:15]([C:9]1[NH:10][CH:11]=[C:7]([NH:6][C:1](=[O:5])[CH:2]([CH3:3])[CH3:4])[N:8]=1)=[O:16], predict the reactants needed to synthesize it. The reactants are: [C:1]([NH:6][C:7]1[N:8]=[C:9]([C:15](OCC)=[O:16])[N:10](COC)[CH:11]=1)(=[O:5])[CH:2]([CH3:4])[CH3:3]. (3) The reactants are: [C:1]([O:5][C:6]([N:8]1[CH2:11][CH:10]([C:12](=[O:17])NCOC)[CH2:9]1)=[O:7])([CH3:4])([CH3:3])[CH3:2].[CH:18]([Mg]Cl)([CH3:20])[CH3:19]. Given the product [C:1]([O:5][C:6]([N:8]1[CH2:9][CH:10]([C:12](=[O:17])[CH:18]([CH3:20])[CH3:19])[CH2:11]1)=[O:7])([CH3:2])([CH3:3])[CH3:4], predict the reactants needed to synthesize it. (4) Given the product [ClH:30].[F:1][C:2]1[CH:7]=[CH:6][CH:5]=[C:4]([CH3:8])[C:3]=1[CH:9]1[CH2:14][CH2:13][N:12]([C:15]([C:17]2[CH:22]=[CH:21][CH:20]=[C:19]([N:23]3[CH2:28][CH2:27][N:26]([CH3:29])[CH2:25][CH2:24]3)[N:18]=2)=[O:16])[CH2:11][CH2:10]1, predict the reactants needed to synthesize it. The reactants are: [F:1][C:2]1[CH:7]=[CH:6][CH:5]=[C:4]([CH3:8])[C:3]=1[CH:9]1[CH2:14][CH2:13][N:12]([C:15]([C:17]2[CH:22]=[CH:21][CH:20]=[C:19]([N:23]3[CH2:28][CH2:27][N:26]([CH3:29])[CH2:25][CH2:24]3)[N:18]=2)=[O:16])[CH2:11][CH2:10]1.[ClH:30]. (5) Given the product [F:1][C:2]1[CH:3]=[C:4]([C:11]2[CH:16]=[CH:15][C:14]([O:17][CH2:19][C:20]3[CH:21]=[C:22]([CH:27]=[CH:28][CH:29]=3)[C:23]([OH:25])=[O:24])=[CH:13][CH:12]=2)[C:5]2[O:9][CH:8]=[CH:7][C:6]=2[CH:10]=1, predict the reactants needed to synthesize it. The reactants are: [F:1][C:2]1[CH:3]=[C:4]([C:11]2[CH:16]=[CH:15][C:14]([OH:17])=[CH:13][CH:12]=2)[C:5]2[O:9][CH:8]=[CH:7][C:6]=2[CH:10]=1.Br[CH2:19][C:20]1[CH:21]=[C:22]([CH:27]=[CH:28][CH:29]=1)[C:23]([O:25]C)=[O:24].C(=O)([O-])[O-].[K+].[K+].[OH-].[Li+].Cl. (6) Given the product [O:1]1[CH:5]=[CH:4][CH:3]=[C:2]1[C:6]1[O:7][C:8]([CH3:37])=[C:9]([CH2:11][O:12][C:13]2[CH:34]=[CH:33][C:16]([CH2:17][O:18][C:19]3[C:23]([CH2:24][C:25]([OH:44])=[O:41])=[CH:22][N:21]([C:27]4[CH:28]=[CH:29][CH:30]=[CH:31][CH:32]=4)[N:20]=3)=[CH:15][C:14]=2[O:35][CH3:36])[N:10]=1, predict the reactants needed to synthesize it. The reactants are: [O:1]1[CH:5]=[CH:4][CH:3]=[C:2]1[C:6]1[O:7][C:8]([CH3:37])=[C:9]([CH2:11][O:12][C:13]2[CH:34]=[CH:33][C:16]([CH2:17][O:18][C:19]3[C:23]([CH2:24][C:25]#N)=[CH:22][N:21]([C:27]4[CH:32]=[CH:31][CH:30]=[CH:29][CH:28]=4)[N:20]=3)=[CH:15][C:14]=2[O:35][CH3:36])[N:10]=1.C(O)C.[OH-:41].[Na+].Cl.[OH2:44]. (7) Given the product [Cl:1][C:2]1[CH:3]=[C:4]([S:18](=[O:20])(=[O:19])[NH:28][C:29]2[CH:34]=[CH:33][CH:32]=[CH:31][C:30]=2[S:35](=[O:37])(=[O:36])[NH2:38])[CH:5]=[CH:6][C:7]=1[NH:8][C:9](=[O:17])[C@:10]([OH:16])([CH3:15])[C:11]([F:14])([F:13])[F:12], predict the reactants needed to synthesize it. The reactants are: [Cl:1][C:2]1[CH:3]=[C:4]([S:18](Cl)(=[O:20])=[O:19])[CH:5]=[CH:6][C:7]=1[NH:8][C:9](=[O:17])[C@:10]([OH:16])([CH3:15])[C:11]([F:14])([F:13])[F:12].N1C=CC=CC=1.[NH2:28][C:29]1[CH:34]=[CH:33][CH:32]=[CH:31][C:30]=1[S:35]([NH2:38])(=[O:37])=[O:36].CCCC(C)C. (8) Given the product [CH3:11][C:12]1[N:22]([CH2:23][C:24]2[CH:29]=[CH:28][C:27]([NH:30][CH2:31][CH:33]3[CH2:34][CH2:35][N:36]([CH3:39])[CH2:37][CH2:38]3)=[CH:26][CH:25]=2)[C:15]2=[N:16][C:17]([CH3:21])=[CH:18][C:19]([CH3:20])=[C:14]2[N:13]=1, predict the reactants needed to synthesize it. The reactants are: [Cl-].[Cl-].[Cl-].[Al+3].[H-].[Al+3].[Li+].[H-].[H-].[H-].[CH3:11][C:12]1[N:22]([CH2:23][C:24]2[CH:29]=[CH:28][C:27]([NH:30][C:31]([CH:33]3[CH2:38][CH2:37][N:36]([CH3:39])[CH2:35][CH2:34]3)=O)=[CH:26][CH:25]=2)[C:15]2=[N:16][C:17]([CH3:21])=[CH:18][C:19]([CH3:20])=[C:14]2[N:13]=1.[OH-].[Na+]. (9) The reactants are: [C:1]([O:5][C:6]([N:8]([CH2:10][C:11]1[CH:20]=[CH:19][C:14]([C:15]([O:17]C)=[O:16])=[CH:13][C:12]=1[C:21]([F:24])([F:23])[F:22])[CH3:9])=[O:7])([CH3:4])([CH3:3])[CH3:2].[OH-].[Na+].Cl. Given the product [C:1]([O:5][C:6]([N:8]([CH2:10][C:11]1[CH:20]=[CH:19][C:14]([C:15]([OH:17])=[O:16])=[CH:13][C:12]=1[C:21]([F:22])([F:23])[F:24])[CH3:9])=[O:7])([CH3:4])([CH3:2])[CH3:3], predict the reactants needed to synthesize it.